From a dataset of Forward reaction prediction with 1.9M reactions from USPTO patents (1976-2016). Predict the product of the given reaction. (1) Given the reactants [O:1]=[C:2]([NH:8][C:9]1[CH:14]=[CH:13][CH:12]=[C:11]([C:15]2[C:24]3[C:19](=[CH:20][C:21]([O:30][CH3:31])=[C:22]4[O:27][C:26]([CH3:29])([CH3:28])[CH2:25][C:23]4=3)[CH2:18][C:17]([CH3:33])([CH3:32])[N:16]=2)[CH:10]=1)[CH2:3][CH2:4][C:5]([OH:7])=O.CN.CO.O.O[N:40]1C2C=CC=CC=2N=N1.Cl.C(N=C=NCCCN(C)C)C, predict the reaction product. The product is: [CH3:31][O:30][C:21]1[CH:20]=[C:19]2[C:24](=[C:23]3[CH2:25][C:26]([CH3:29])([CH3:28])[O:27][C:22]=13)[C:15]([C:11]1[CH:10]=[C:9]([NH:8][C:2](=[O:1])[CH2:3][CH2:4][C:5]([NH2:40])=[O:7])[CH:14]=[CH:13][CH:12]=1)=[N:16][C:17]([CH3:33])([CH3:32])[CH2:18]2. (2) Given the reactants [CH3:1][O:2][C:3](=[O:29])/[CH:4]=[CH:5]/[C:6]1[CH:11]=[CH:10][C:9]([C:12]2[CH:17]=[CH:16][C:15]([OH:18])=[C:14]([C:19]34[CH2:28][CH:23]5[CH2:24][CH:25]([CH2:27][CH:21]([CH2:22]5)[CH2:20]3)[CH2:26]4)[CH:13]=2)=[CH:8][CH:7]=1.[H-].[Na+].[CH2:32](Cl)[O:33][CH2:34][CH2:35][O:36][CH3:37].O, predict the reaction product. The product is: [CH3:1][O:2][C:3](=[O:29])/[CH:4]=[CH:5]/[C:6]1[CH:7]=[CH:8][C:9]([C:12]2[CH:17]=[CH:16][C:15]([O:18][CH2:32][O:33][CH2:34][CH2:35][O:36][CH3:37])=[C:14]([C:19]34[CH2:28][CH:23]5[CH2:24][CH:25]([CH2:27][CH:21]([CH2:22]5)[CH2:20]3)[CH2:26]4)[CH:13]=2)=[CH:10][CH:11]=1. (3) Given the reactants [C:1]([CH:4]1[CH2:9][CH2:8][N:7]([C:10]2[CH:11]=[C:12]([CH:16]3OCC[O:17]3)[CH:13]=[CH:14][CH:15]=2)[CH2:6][CH2:5]1)([OH:3])=[O:2].Cl.[OH-].[Na+].CC(C)=O, predict the reaction product. The product is: [C:1]([CH:4]1[CH2:9][CH2:8][N:7]([C:10]2[CH:11]=[C:12]([CH:13]=[CH:14][CH:15]=2)[CH:16]=[O:17])[CH2:6][CH2:5]1)([OH:3])=[O:2]. (4) Given the reactants C(O[C:6](=O)[N:7]([C@@H:9]([CH3:46])[C:10]([NH:12][C@@H:13]([CH:40]1[CH2:45][CH2:44][CH2:43][CH2:42][CH2:41]1)[C:14]([N:16]1[C@H:21]([C:22](=[O:36])[NH:23][C@H:24]2[C:33]3[C:28](=[CH:29][C:30]([F:35])=[CH:31][C:32]=3[F:34])[O:27][CH2:26][CH2:25]2)[CH2:20][N:19]2[CH2:37][CH2:38][CH2:39][C@@H:18]2[CH2:17]1)=[O:15])=[O:11])C)(C)(C)C.C(OCC)(=O)C.[ClH:54], predict the reaction product. The product is: [ClH:54].[ClH:54].[CH:40]1([C@H:13]([NH:12][C:10](=[O:11])[C@H:9]([CH3:46])[NH:7][CH3:6])[C:14]([N:16]2[C@H:21]([C:22]([NH:23][C@H:24]3[C:33]4[C:28](=[CH:29][C:30]([F:35])=[CH:31][C:32]=4[F:34])[O:27][CH2:26][CH2:25]3)=[O:36])[CH2:20][N:19]3[CH2:37][CH2:38][CH2:39][C@@H:18]3[CH2:17]2)=[O:15])[CH2:45][CH2:44][CH2:43][CH2:42][CH2:41]1. (5) Given the reactants [C:1]1([N:7]([C:24]2[CH:29]=[CH:28][CH:27]=[CH:26][CH:25]=2)[C:8]2[CH:13]=[CH:12][C:11]([CH:14]=[CH:15][C:16]3[CH:21]=[CH:20][C:19]([CH:22]=[CH2:23])=[CH:18][CH:17]=3)=[CH:10][CH:9]=2)[CH:6]=[CH:5][CH:4]=[CH:3][CH:2]=1.I[C:31]1[CH:36]=[CH:35][C:34]([NH:37][C:38](=[O:40])[CH3:39])=[CH:33][CH:32]=1.O, predict the reaction product. The product is: [C:24]1([N:7]([C:1]2[CH:2]=[CH:3][CH:4]=[CH:5][CH:6]=2)[C:8]2[CH:13]=[CH:12][C:11]([CH:14]=[CH:15][C:16]3[CH:17]=[CH:18][C:19]([CH:22]=[CH:23][C:31]4[CH:36]=[CH:35][C:34]([NH:37][C:38](=[O:40])[CH3:39])=[CH:33][CH:32]=4)=[CH:20][CH:21]=3)=[CH:10][CH:9]=2)[CH:25]=[CH:26][CH:27]=[CH:28][CH:29]=1. (6) Given the reactants [F:1][C:2]1[CH:7]=[C:6]([OH:8])[CH:5]=[CH:4][C:3]=1[C:9]([N:11]1[CH2:15][CH2:14][CH2:13][C@H:12]1[CH2:16][N:17]1[CH2:21][CH2:20][CH2:19][CH2:18]1)=[O:10].Br[CH2:23][C:24]1[S:28][C:27]([C:29]#[N:30])=[CH:26][CH:25]=1, predict the reaction product. The product is: [F:1][C:2]1[CH:7]=[C:6]([CH:5]=[CH:4][C:3]=1[C:9]([N:11]1[CH2:15][CH2:14][CH2:13][C@H:12]1[CH2:16][N:17]1[CH2:21][CH2:20][CH2:19][CH2:18]1)=[O:10])[O:8][CH2:23][C:24]1[S:28][C:27]([C:29]#[N:30])=[CH:26][CH:25]=1.